From a dataset of Full USPTO retrosynthesis dataset with 1.9M reactions from patents (1976-2016). Predict the reactants needed to synthesize the given product. (1) Given the product [CH:9]1[C:8]2[C:7](=[O:21])[C:6]3[C:15](=[CH:2][CH:3]=[CH:4][CH:5]=3)[C:14](=[O:16])[C:13]=2[CH:12]=[CH:11][CH:10]=1, predict the reactants needed to synthesize it. The reactants are: O[C:2]1[C:15]2[C:14](=[O:16])[C:13]3[C:8](=[C:9](O)[CH:10]=[CH:11][C:12]=3[N+]([O-])=O)[C:7](=[O:21])[C:6]=2[C:5]([N+]([O-])=O)=[CH:4][CH:3]=1.C1(O)C=CC=CC=1. (2) Given the product [CH3:7][C:8]1[CH:9]=[C:10]2[C:14](=[CH:15][C:16]=1[CH3:17])[N:13]([CH2:2][C:3]([O:5][CH3:6])=[O:4])[CH:12]=[CH:11]2, predict the reactants needed to synthesize it. The reactants are: Br[CH2:2][C:3]([O:5][CH3:6])=[O:4].[CH3:7][C:8]1[CH:9]=[C:10]2[C:14](=[CH:15][C:16]=1[CH3:17])[NH:13][CH:12]=[CH:11]2. (3) Given the product [CH:30]1([CH2:37][NH:41][C:2]2[CH:3]=[CH:4][C:5]3[O:14][CH2:13][CH2:12][C:11]4[CH:10]=[C:9]([C:15]5[N:16]([C:20]6[CH:25]=[CH:24][C:23]([F:26])=[CH:22][C:21]=6[F:27])[N:17]=[CH:18][N:19]=5)[S:8][C:7]=4[C:6]=3[N:28]=2)[CH2:31][CH2:32][CH2:33][CH2:34]1, predict the reactants needed to synthesize it. The reactants are: Cl[C:2]1[CH:3]=[CH:4][C:5]2[O:14][CH2:13][CH2:12][C:11]3[CH:10]=[C:9]([C:15]4[N:16]([C:20]5[CH:25]=[CH:24][C:23]([F:26])=[CH:22][C:21]=5[F:27])[N:17]=[CH:18][N:19]=4)[S:8][C:7]=3[C:6]=2[N:28]=1.Cl.[CH:30]1(NC)[CH2:34][CH2:33][CH2:32][CH2:31]1.[CH2:37]([N:41]1CCN2CCN(CCCC)P1N(CCCC)CC2)CCC.CC(C)([O-])C.